Dataset: Catalyst prediction with 721,799 reactions and 888 catalyst types from USPTO. Task: Predict which catalyst facilitates the given reaction. (1) Reactant: FC(F)(F)C(O)=O.[C:8]([C:10]1[CH:23]=[CH:22][CH:21]=[CH:20][C:11]=1[C:12]([N:14]1[CH2:19][CH2:18][NH:17][CH2:16][CH2:15]1)=[O:13])#[N:9].Cl[C:25]1[N:30]=[C:29]([O:31][CH3:32])[CH:28]=[CH:27][N:26]=1.C(=O)([O-])[O-].[K+].[K+].O. Product: [C:8]([C:10]1[CH:23]=[CH:22][CH:21]=[CH:20][C:11]=1[C:12]([N:14]1[CH2:15][CH2:16][N:17]([C:25]2[N:30]=[C:29]([O:31][CH3:32])[CH:28]=[CH:27][N:26]=2)[CH2:18][CH2:19]1)=[O:13])#[N:9]. The catalyst class is: 3. (2) Reactant: C([O:5][C:6](=[O:28])[CH2:7][CH2:8][N:9]([C:16]1[S:17][C:18]2[CH2:27][C:26]3[CH:25]=[CH:24][CH:23]=[CH:22][C:21]=3[C:19]=2[N:20]=1)[CH2:10][C:11]1[S:12][CH:13]=[CH:14][CH:15]=1)(C)(C)C.[ClH:29]. Product: [ClH:29].[S:17]1[C:18]2[CH2:27][C:26]3[CH:25]=[CH:24][CH:23]=[CH:22][C:21]=3[C:19]=2[N:20]=[C:16]1[N:9]([CH2:10][C:11]1[S:12][CH:13]=[CH:14][CH:15]=1)[CH2:8][CH2:7][C:6]([OH:28])=[O:5]. The catalyst class is: 12. (3) Reactant: C(O[C:6]([N:8](C)[CH:9]1[CH2:13][CH2:12][N:11]([CH2:14][CH2:15][N:16]([CH3:46])[C@@H:17]2[CH2:24][N:23]3[C:25]4[CH:26]=[C:27]([C:38]([O:40][CH3:41])=[O:39])[CH:28]=[CH:29][C:30]=4[C:31]([CH:32]4[CH2:37][CH2:36][CH2:35][CH2:34][CH2:33]4)=[C:22]3[C:21]3[CH:42]=[CH:43][CH:44]=[CH:45][C:20]=3[O:19][CH2:18]2)[CH2:10]1)=O)(C)(C)C.C(O)(C(F)(F)F)=O. Product: [CH:32]1([C:31]2[C:30]3[CH:29]=[CH:28][C:27]([C:38]([O:40][CH3:41])=[O:39])=[CH:26][C:25]=3[N:23]3[C:22]=2[C:21]2[CH:42]=[CH:43][CH:44]=[CH:45][C:20]=2[O:19][CH2:18][C@H:17]([N:16]([CH3:46])[CH2:15][CH2:14][N:11]2[CH2:12][CH2:13][CH:9]([NH:8][CH3:6])[CH2:10]2)[CH2:24]3)[CH2:37][CH2:36][CH2:35][CH2:34][CH2:33]1. The catalyst class is: 2.